From a dataset of Catalyst prediction with 721,799 reactions and 888 catalyst types from USPTO. Predict which catalyst facilitates the given reaction. (1) Reactant: [F:1][C:2]([F:39])([F:38])[C:3]1[CH:4]=[C:5]([CH:31]=[C:32]([C:34]([F:37])([F:36])[F:35])[CH:33]=1)[C:6]([N:8]1[CH2:13][CH2:12][N:11]([CH2:14][CH2:15]OS(C)(=O)=O)[CH2:10][C@H:9]1[CH2:21][C:22]1[C:30]2[C:25](=[CH:26][CH:27]=[CH:28][CH:29]=2)[NH:24][CH:23]=1)=[O:7].[NH2:40][N:41]1[CH2:46][CH2:45][O:44][CH2:43][CH2:42]1.C(N(CC)CC)C. Product: [F:38][C:2]([F:1])([F:39])[C:3]1[CH:4]=[C:5]([CH:31]=[C:32]([C:34]([F:35])([F:36])[F:37])[CH:33]=1)[C:6]([N:8]1[CH2:13][CH2:12][N:11]([CH2:14][CH2:15][NH:40][N:41]2[CH2:46][CH2:45][O:44][CH2:43][CH2:42]2)[CH2:10][C@H:9]1[CH2:21][C:22]1[C:30]2[C:25](=[CH:26][CH:27]=[CH:28][CH:29]=2)[NH:24][CH:23]=1)=[O:7]. The catalyst class is: 5. (2) Reactant: Cl[C:2]1[CH:7]=[CH:6][C:5](Cl)=[CH:4][C:3]=1[S:9][CH2:10][C:11]([OH:13])=[O:12].[F:14][C:15]1C=CC(S)=C[CH:16]=1.[OH-].[K+].BrCCCC(OCC)=O. Product: [F:14][CH2:15][CH2:16][CH:10]([S:9][C:3]1[CH:4]=[CH:5][CH:6]=[CH:7][CH:2]=1)[C:11]([OH:13])=[O:12]. The catalyst class is: 97. (3) Reactant: [Cl:1][C:2]1[CH:7]=[CH:6][C:5]([CH2:8]Cl)=[CH:4][N:3]=1.[C:10]([O:14][C:15]([N:17]1[CH2:22][CH2:21][CH:20]([NH2:23])[CH2:19][CH2:18]1)=[O:16])([CH3:13])([CH3:12])[CH3:11].C(N(CC)C(C)C)(C)C. Product: [Cl:1][C:2]1[N:3]=[CH:4][C:5]([CH2:8][NH:23][CH:20]2[CH2:19][CH2:18][N:17]([C:15]([O:14][C:10]([CH3:13])([CH3:12])[CH3:11])=[O:16])[CH2:22][CH2:21]2)=[CH:6][CH:7]=1. The catalyst class is: 3. (4) Reactant: [Cl:1][C:2]1[CH:7]=[CH:6][C:5]([C:8]2[C:12]([C:13]3[CH:18]=[CH:17][N:16]=[CH:15][CH:14]=3)=[C:11]([N:19]3[CH2:24][CH2:23][NH:22][CH2:21][CH2:20]3)[NH:10][N:9]=2)=[CH:4][CH:3]=1.[CH3:25][S:26](Cl)(=[O:28])=[O:27]. Product: [OH2:27].[Cl:1][C:2]1[CH:7]=[CH:6][C:5]([C:8]2[NH:9][N:10]=[C:11]([N:19]3[CH2:20][CH2:21][N:22]([S:26]([CH3:25])(=[O:28])=[O:27])[CH2:23][CH2:24]3)[C:12]=2[C:13]2[CH:14]=[CH:15][N:16]=[CH:17][CH:18]=2)=[CH:4][CH:3]=1. The catalyst class is: 341. (5) Reactant: [F:1][C:2]1[CH:10]=[C:9]2[C:5]([CH:6]=[N:7][N:8]2[C:11]([C:17]2[CH:22]=[CH:21][C:20]([C:23]([F:26])([F:25])[F:24])=[CH:19][CH:18]=2)([CH2:15][CH3:16])[CH:12]([OH:14])[CH3:13])=[C:4]([NH:27]C(C2C=CC=CC=2)(C2C=CC=CC=2)C2C=CC=CC=2)[CH:3]=1.C([O-])(O)=O.[Na+]. Product: [NH2:27][C:4]1[CH:3]=[C:2]([F:1])[CH:10]=[C:9]2[C:5]=1[CH:6]=[N:7][N:8]2[C:11]([C:17]1[CH:22]=[CH:21][C:20]([C:23]([F:26])([F:25])[F:24])=[CH:19][CH:18]=1)([CH2:15][CH3:16])[CH:12]([OH:14])[CH3:13]. The catalyst class is: 209. (6) Reactant: [CH2:1]([CH:3]([CH2:33][CH3:34])[CH:4]([NH:15][C:16]1[CH:21]=[CH:20][C:19]([C:22]([N:24]([CH3:32])[CH2:25][CH2:26][C:27]([O:29]CC)=[O:28])=[O:23])=[CH:18][CH:17]=1)[C:5]1[S:6][C:7]2[CH:14]=[CH:13][CH:12]=[CH:11][C:8]=2[C:9]=1[CH3:10])[CH3:2].O1CCCC1.[OH-].[Na+]. Product: [CH2:33]([CH:3]([CH2:1][CH3:2])[CH:4]([NH:15][C:16]1[CH:17]=[CH:18][C:19]([C:22]([N:24]([CH3:32])[CH2:25][CH2:26][C:27]([OH:29])=[O:28])=[O:23])=[CH:20][CH:21]=1)[C:5]1[S:6][C:7]2[CH:14]=[CH:13][CH:12]=[CH:11][C:8]=2[C:9]=1[CH3:10])[CH3:34]. The catalyst class is: 8. (7) Reactant: Br[C:2]1[C:10]2[C:5](=[CH:6][CH:7]=[C:8]([C:11]([NH:13][C@@H:14]3[CH2:19][CH2:18][CH2:17][N:16]([C:20]([O:22][C:23]([CH3:26])([CH3:25])[CH3:24])=[O:21])[CH2:15]3)=[O:12])[CH:9]=2)[N:4]([C:27]([C:40]2[CH:45]=[CH:44][CH:43]=[CH:42][CH:41]=2)([C:34]2[CH:39]=[CH:38][CH:37]=[CH:36][CH:35]=2)[C:28]2[CH:33]=[CH:32][CH:31]=[CH:30][CH:29]=2)[N:3]=1.[O:46]1[C:50]2[CH:51]=[CH:52][C:53](B(O)O)=[CH:54][C:49]=2[CH2:48][CH2:47]1. Product: [O:46]1[C:50]2[CH:51]=[CH:52][C:53]([C:2]3[C:10]4[C:5](=[CH:6][CH:7]=[C:8]([C:11]([NH:13][C@@H:14]5[CH2:19][CH2:18][CH2:17][N:16]([C:20]([O:22][C:23]([CH3:26])([CH3:25])[CH3:24])=[O:21])[CH2:15]5)=[O:12])[CH:9]=4)[N:4]([C:27]([C:40]4[CH:45]=[CH:44][CH:43]=[CH:42][CH:41]=4)([C:34]4[CH:39]=[CH:38][CH:37]=[CH:36][CH:35]=4)[C:28]4[CH:33]=[CH:32][CH:31]=[CH:30][CH:29]=4)[N:3]=3)=[CH:54][C:49]=2[CH2:48][CH2:47]1. The catalyst class is: 73. (8) Reactant: [Si:1]([O:8][C@@H:9]([CH2:36][CH:37]=[CH2:38])[C:10]([O:12][C@H:13]([C:30]1[CH:35]=[CH:34][CH:33]=[CH:32][CH:31]=1)[CH2:14][NH:15][C:16]([C@@H:18]([CH2:27]C=C)[CH2:19][C:20]([O:22][C:23]([CH3:26])([CH3:25])[CH3:24])=[O:21])=[O:17])=[O:11])([C:4]([CH3:7])([CH3:6])[CH3:5])([CH3:3])[CH3:2]. Product: [Si:1]([O:8][C@@H:9]1[C:10](=[O:11])[O:12][C@H:13]([C:30]2[CH:35]=[CH:34][CH:33]=[CH:32][CH:31]=2)[CH2:14][NH:15][C:16](=[O:17])[C@H:18]([CH2:19][C:20]([O:22][C:23]([CH3:25])([CH3:26])[CH3:24])=[O:21])[CH2:27][CH:38]=[CH:37][CH2:36]1)([C:4]([CH3:6])([CH3:7])[CH3:5])([CH3:3])[CH3:2]. The catalyst class is: 11. (9) Reactant: [Br:1]Br.[NH2:3][C:4]1[C:12]([OH:13])=[C:11]([CH3:14])[CH:10]=[CH:9][C:5]=1[C:6]([OH:8])=[O:7]. Product: [NH2:3][C:4]1[C:12]([OH:13])=[C:11]([CH3:14])[C:10]([Br:1])=[CH:9][C:5]=1[C:6]([OH:8])=[O:7]. The catalyst class is: 15.